This data is from Reaction yield outcomes from USPTO patents with 853,638 reactions. The task is: Predict the reaction yield, written as a fraction of the theoretical maximum amount of product (1.0 means a 100% yield; for example, 0.34 means a 34% yield). (1) The reactants are [NH2:1][C@@H:2]([CH2:39][C:40]1[CH:45]=[CH:44][CH:43]=[CH:42][CH:41]=1)[C@@H:3]([OH:38])[CH2:4][C@@H:5]([NH:13][C:14](=[O:37])[C@@H:15]([N:20]1[CH2:24][CH2:23][N:22]([CH2:25][C:26]2[C:35]3[C:30](=[CH:31][CH:32]=[CH:33][CH:34]=3)[N:29]=[CH:28][CH:27]=2)[C:21]1=[O:36])[C@@H:16]([CH3:19])[CH2:17][CH3:18])[CH2:6][C:7]1[CH:12]=[CH:11][CH:10]=[CH:9][CH:8]=1.[CH3:46][O:47][C:48]([NH:50][C@@H:51]([C:55]([CH3:58])([CH3:57])[CH3:56])[C:52](O)=[O:53])=[O:49].CCN=C=NCCCN(C)C.C1C=CC2N(O)N=NC=2C=1.CN1CCOCC1. The catalyst is CN(C=O)C. The product is [CH2:39]([C@H:2]([NH:1][C:52]([C@@H:51]([NH:50][C:48](=[O:49])[O:47][CH3:46])[C:55]([CH3:58])([CH3:57])[CH3:56])=[O:53])[C@@H:3]([OH:38])[CH2:4][C@@H:5]([NH:13][C:14](=[O:37])[C@@H:15]([N:20]1[CH2:24][CH2:23][N:22]([CH2:25][C:26]2[C:35]3[C:30](=[CH:31][CH:32]=[CH:33][CH:34]=3)[N:29]=[CH:28][CH:27]=2)[C:21]1=[O:36])[CH:16]([CH3:19])[CH2:17][CH3:18])[CH2:6][C:7]1[CH:12]=[CH:11][CH:10]=[CH:9][CH:8]=1)[C:40]1[CH:41]=[CH:42][CH:43]=[CH:44][CH:45]=1. The yield is 0.170. (2) The reactants are F[P-](F)(F)(F)(F)F.[CH3:8][N:9](C)/[CH:10]=[C:11](\[C:16]([F:19])([F:18])[F:17])/[CH:12]=[N+:13](C)C.Cl.[CH3:22][O:23][C:24]1[CH:29]=[CH:28]C(NN)=[CH:26][CH:25]=1.C[O-].[Na+]. The catalyst is O1CCCC1. The product is [CH3:22][O:23][C:24]1[CH:29]=[CH:28][C:8]([N:9]2[CH:10]=[C:11]([C:16]([F:19])([F:18])[F:17])[CH:12]=[N:13]2)=[CH:26][CH:25]=1. The yield is 0.850. (3) The reactants are Cl[C:2]1[CH:7]=[C:6]([O:8][C:9]2[CH:10]=[CH:11][C:12]([NH:15][C:16]([N:18]3[CH2:22][CH2:21][N:20]([CH:23]4[CH2:28][CH2:27][O:26][CH2:25][CH2:24]4)[C:19]3=[O:29])=[O:17])=[N:13][CH:14]=2)[CH:5]=[CH:4][N:3]=1.C([O-])([O-])=O.[K+].[K+].[CH3:36][C:37]1[CH:42]=[C:41](B2OC(C)(C)C(C)(C)O2)[CH:40]=[CH:39][N:38]=1. The catalyst is O1CCOCC1.O.C1C=CC([P]([Pd]([P](C2C=CC=CC=2)(C2C=CC=CC=2)C2C=CC=CC=2)([P](C2C=CC=CC=2)(C2C=CC=CC=2)C2C=CC=CC=2)[P](C2C=CC=CC=2)(C2C=CC=CC=2)C2C=CC=CC=2)(C2C=CC=CC=2)C2C=CC=CC=2)=CC=1. The product is [CH3:36][C:37]1[CH:42]=[C:41]([C:2]2[CH:7]=[C:6]([O:8][C:9]3[CH:10]=[CH:11][C:12]([NH:15][C:16]([N:18]4[CH2:22][CH2:21][N:20]([CH:23]5[CH2:28][CH2:27][O:26][CH2:25][CH2:24]5)[C:19]4=[O:29])=[O:17])=[N:13][CH:14]=3)[CH:5]=[CH:4][N:3]=2)[CH:40]=[CH:39][N:38]=1. The yield is 0.200.